The task is: Predict the reactants needed to synthesize the given product.. This data is from Full USPTO retrosynthesis dataset with 1.9M reactions from patents (1976-2016). (1) Given the product [CH3:23][C:22]([CH3:25])([CH3:24])[CH2:26][C:27]([N:14]1[CH2:13][C:12]2[C:8]3=[C:9]([C:16](=[O:20])[N:17]([CH3:19])[CH:18]=[C:7]3[C:6]3[CH:5]=[C:4]([F:21])[CH:3]=[C:2]([F:1])[C:15]1=3)[NH:10][CH:11]=2)=[O:28], predict the reactants needed to synthesize it. The reactants are: [F:1][C:2]1[C:15]2[NH:14][CH2:13][C:12]3[C:8]4=[C:9]([C:16](=[O:20])[N:17]([CH3:19])[CH:18]=[C:7]4[C:6]=2[CH:5]=[C:4]([F:21])[CH:3]=1)[NH:10][CH:11]=3.[C:22]([CH2:26][C:27](Cl)=[O:28])([CH3:25])([CH3:24])[CH3:23].C(N(C(C)C)C(C)C)C. (2) Given the product [F:9][C:10]1[CH:11]=[C:12]([CH:15]=[CH:16][C:17]=1[F:18])[CH2:13][NH:14][C:2]1[N:7]=[C:6]([NH:14][CH2:13][C:12]2[CH:15]=[CH:16][C:17]([F:18])=[C:10]([F:9])[CH:11]=2)[CH:5]=[CH:4][N:3]=1, predict the reactants needed to synthesize it. The reactants are: Cl[C:2]1[N:7]=[C:6](Cl)[CH:5]=[CH:4][N:3]=1.[F:9][C:10]1[CH:11]=[C:12]([CH:15]=[CH:16][C:17]=1[F:18])[CH2:13][NH2:14].